Dataset: CYP1A2 inhibition data for predicting drug metabolism from PubChem BioAssay. Task: Regression/Classification. Given a drug SMILES string, predict its absorption, distribution, metabolism, or excretion properties. Task type varies by dataset: regression for continuous measurements (e.g., permeability, clearance, half-life) or binary classification for categorical outcomes (e.g., BBB penetration, CYP inhibition). Dataset: cyp1a2_veith. (1) The molecule is Cn1c(=O)c(C(=O)c2nn[nH]n2)c(O)c2ccc(Cl)cc21. The result is 0 (non-inhibitor). (2) The molecule is O=C(Cn1cccc1)NC1CCCCCC1. The result is 0 (non-inhibitor). (3) The compound is CC(=O)c1[nH]c(C)c(C(C)=O)c1C. The result is 1 (inhibitor).